From a dataset of Full USPTO retrosynthesis dataset with 1.9M reactions from patents (1976-2016). Predict the reactants needed to synthesize the given product. Given the product [CH2:1]([N:8]1[CH2:13][CH2:12][CH:11]([CH2:14][CH2:15][N:16]2[CH2:25][C:20]3=[C:21]([CH3:23])[N:22]=[C:18]([CH3:17])[N:19]3[C:26]2=[O:28])[CH2:10][CH2:9]1)[C:2]1[CH:7]=[CH:6][CH:5]=[CH:4][CH:3]=1, predict the reactants needed to synthesize it. The reactants are: [CH2:1]([N:8]1[CH2:13][CH2:12][CH:11]([CH2:14][CH2:15][NH2:16])[CH2:10][CH2:9]1)[C:2]1[CH:7]=[CH:6][CH:5]=[CH:4][CH:3]=1.[CH3:17][C:18]1[NH:19][C:20]([CH3:25])=[C:21]([CH:23]=O)[N:22]=1.[C:26](O)(=[O:28])C.C(O[BH-](OC(=O)C)OC(=O)C)(=O)C.[Na+].